Dataset: Catalyst prediction with 721,799 reactions and 888 catalyst types from USPTO. Task: Predict which catalyst facilitates the given reaction. Reactant: [C:1]([O:5][C:6]([C:8]1[O:9][C:10]2[CH:17]=[CH:16][CH:15]=[C:14]([OH:18])[C:11]=2[C:12]=1[CH3:13])=[O:7])([CH3:4])([CH3:3])[CH3:2].Br[CH2:20][C:21]([O:23][CH2:24][CH3:25])=[O:22].CN(C=O)C. Product: [C:1]([O:5][C:6]([C:8]1[O:9][C:10]2[CH:17]=[CH:16][CH:15]=[C:14]([O:18][CH2:20][C:21]([O:23][CH2:24][CH3:25])=[O:22])[C:11]=2[C:12]=1[CH3:13])=[O:7])([CH3:4])([CH3:2])[CH3:3]. The catalyst class is: 6.